From a dataset of Reaction yield outcomes from USPTO patents with 853,638 reactions. Predict the reaction yield, written as a fraction of the theoretical maximum amount of product (1.0 means a 100% yield; for example, 0.34 means a 34% yield). (1) The reactants are FC(F)(F)C(O)=O.[CH3:8][O:9][C:10](=[O:39])[C@@H:11]([NH:14][C:15]([C:17]1[S:18][C:19]([C:28](=[O:38])[NH:29][CH2:30][C:31]2[CH:36]=[CH:35][CH:34]=[C:33]([OH:37])[CH:32]=2)=[CH:20][C:21]=1[C:22]1[CH:27]=[CH:26][CH:25]=[CH:24][CH:23]=1)=[O:16])[CH2:12][NH2:13].C(N(CC)CC)C.CN(C(ON1N=NC2C=CC=CC1=2)=[N+](C)C)C.F[P-](F)(F)(F)(F)F.C1C=CC2N(O)N=NC=2C=1.[S:81]1[CH:85]=[CH:84][CH:83]=[C:82]1[C:86](O)=[O:87]. The catalyst is CN(C=O)C.CCOC(C)=O. The product is [CH3:8][O:9][C:10](=[O:39])[C@@H:11]([NH:14][C:15]([C:17]1[S:18][C:19]([C:28](=[O:38])[NH:29][CH2:30][C:31]2[CH:36]=[CH:35][CH:34]=[C:33]([OH:37])[CH:32]=2)=[CH:20][C:21]=1[C:22]1[CH:27]=[CH:26][CH:25]=[CH:24][CH:23]=1)=[O:16])[CH2:12][NH:13][C:86]([C:82]1[S:81][CH:85]=[CH:84][CH:83]=1)=[O:87]. The yield is 0.260. (2) The reactants are [C:1]([C:5]1[O:9][N:8]=[C:7]([NH:10][C:11]([NH:13][C:14]2[CH:19]=[CH:18][CH:17]=[C:16]([O:20][C:21]3[C:30]4[C:25](=[CH:26][C:27]([O:36][CH3:37])=[C:28]([O:31][CH2:32][CH2:33][O:34][CH3:35])[CH:29]=4)[N:24]=[CH:23][N:22]=3)[CH:15]=2)=[O:12])[CH:6]=1)([CH3:4])([CH3:3])[CH3:2].[ClH:38]. The catalyst is CCOCC.C(Cl)Cl.CO. The product is [ClH:38].[C:1]([C:5]1[O:9][N:8]=[C:7]([NH:10][C:11]([NH:13][C:14]2[CH:19]=[CH:18][CH:17]=[C:16]([O:20][C:21]3[C:30]4[C:25](=[CH:26][C:27]([O:36][CH3:37])=[C:28]([O:31][CH2:32][CH2:33][O:34][CH3:35])[CH:29]=4)[N:24]=[CH:23][N:22]=3)[CH:15]=2)=[O:12])[CH:6]=1)([CH3:4])([CH3:2])[CH3:3]. The yield is 0.530. (3) The reactants are [NH2:1][C:2]1[C:7]([CH3:8])=[C:6]([O:9][CH3:10])[CH:5]=[CH:4][C:3]=1[C:11]([CH3:13])=[O:12].[CH:14]([C:17]1[N:18]=[C:19]([C:22](Cl)=[O:23])[S:20][CH:21]=1)([CH3:16])[CH3:15]. The catalyst is O1CCOCC1. The product is [CH:14]([C:17]1[N:18]=[C:19]([C:22]([NH:1][C:2]2[C:7]([CH3:8])=[C:6]([O:9][CH3:10])[CH:5]=[CH:4][C:3]=2[C:11](=[O:12])[CH3:13])=[O:23])[S:20][CH:21]=1)([CH3:16])[CH3:15]. The yield is 0.900.